Dataset: Forward reaction prediction with 1.9M reactions from USPTO patents (1976-2016). Task: Predict the product of the given reaction. (1) The product is: [CH2:20]([O:19][C:8]1[CH:7]=[C:6]([CH2:4][OH:3])[CH:11]=[CH:10][C:9]=1[C:12]1[CH:13]=[CH:14][C:15]([F:18])=[CH:16][CH:17]=1)[CH3:21]. Given the reactants C([O:3][C:4]([C:6]1[CH:11]=[CH:10][C:9]([C:12]2[CH:17]=[CH:16][C:15]([F:18])=[CH:14][CH:13]=2)=[C:8]([O:19][CH2:20][CH3:21])[CH:7]=1)=O)C.[H-].C([Al+]CC(C)C)C(C)C, predict the reaction product. (2) The product is: [CH2:5]([O:7][C:8]([N:10]1[CH2:15][CH2:14][CH:13]([NH:16][S:17]([C:20]2[C:29]3[C:24](=[CH:25][CH:26]=[CH:27][CH:28]=3)[C:23]([C:30](=[O:32])[CH3:31])=[CH:22][CH:21]=2)(=[O:18])=[O:19])[CH2:12][CH2:11]1)=[O:9])[CH3:6]. Given the reactants CS(C)=O.[CH2:5]([O:7][C:8]([N:10]1[CH2:15][CH2:14][CH:13]([NH:16][S:17]([C:20]2[C:29]3[C:24](=[CH:25][CH:26]=[CH:27][CH:28]=3)[C:23]([CH:30]([OH:32])[CH3:31])=[CH:22][CH:21]=2)(=[O:19])=[O:18])[CH2:12][CH2:11]1)=[O:9])[CH3:6].C(N(CC)CC)C, predict the reaction product. (3) Given the reactants [S:1]1[C:5]2[CH:6]=[CH:7][CH:8]=[CH:9][C:4]=2[C:3]([N:10]2[CH2:15][CH2:14][N:13]([CH2:16][CH2:17][C:18]3[CH:23]=[C:22]([F:24])[CH:21]=[CH:20][C:19]=3[NH2:25])[CH2:12][CH2:11]2)=[N:2]1.[C:26](Cl)(=[O:28])[CH3:27], predict the reaction product. The product is: [S:1]1[C:5]2[CH:6]=[CH:7][CH:8]=[CH:9][C:4]=2[C:3]([N:10]2[CH2:15][CH2:14][N:13]([CH2:16][CH2:17][C:18]3[CH:23]=[C:22]([F:24])[CH:21]=[CH:20][C:19]=3[NH:25][C:26](=[O:28])[CH3:27])[CH2:12][CH2:11]2)=[N:2]1.